From a dataset of Human Reference Interactome with 51,813 positive PPI pairs across 8,248 proteins, plus equal number of experimentally-validated negative pairs. Binary Classification. Given two protein amino acid sequences, predict whether they physically interact or not. (1) Protein 1 (ENSG00000188467) has sequence MQTKGGQTWARRALLLGILWATAHLPLSGTSLPQRLPRATGNSTQCVISPSSEFPEGFFTRQERRDGGIIIYFLIIVYMFMAISIVCDEYFLPSLEIISESLGLSQDVAGTTFMAAGSSAPELVTAFLGVFITKGDIGISTILGSAIYNLLGICAACGLLSNTVSTLSCWPLFRDCAAYTISAAAVLGIIYDNQVYWYEGALLLLIYGLYVLVLCFDIKINQYIIKKCSPCCACLAKAMERSEQQPLMGWEDEGQPFIRRQSRTDSGIFYEDSGYSQLSISLHGLSQVSEDPPSVFNMPE.... Protein 2 (ENSG00000187754) has sequence MNGDDAFARRPRAGAQIPEKIQKSFDDIAKYFSKKEWEKMKSLEKISYVYMKRKYEAMTKLGFKATLPPFMHNTGATDLQGNDFDNDRNQGNQVERPQMTFCRLQRIFPKIMPKKPAEEGNDSKGVPEASGSQNDGKHLCPPGKPSTSEKINKTSGPKRGKHAWTHRLRERKQLVIYEEISDPEEDDE*. Result: 0 (the proteins do not interact). (2) Protein 1 (ENSG00000164631) has sequence MNKSLGPVSFKDVAVDFTQEEWQQLDPEQKITYRDVMLENYSNLVSVGYHIIKPDVISKLEQGEEPWIVEGEFLLQSYPDEVWQTDDLIERIQEEENKPSRQTVFIETLIEEREYISSDGSYARMKADECSGCGKSLLHIKLEKTHPGDQAYEFNQNGEPYTLNEESLYQKIRILEKPFEYIECQKAFQKDTVFVNHMEEKPYKWNGSEIAFLQMSDLTVHQTSHMEMKPYECSECGKSFCKKSKFIIHQRTHTGEKPYECNQCGKSFCQKGTLTVHQRTHTGEKPYECNECGKNFYQKL.... Protein 2 (ENSG00000132170) has sequence MGETLGDSPIDPESDSFTDTLSANISQEMTMVDTEMPFWPTNFGISSVDLSVMEDHSHSFDIKPFTTVDFSSISTPHYEDIPFTRTDPVVADYKYDLKLQEYQSAIKVEPASPPYYSEKTQLYNKPHEEPSNSLMAIECRVCGDKASGFHYGVHACEGCKGFFRRTIRLKLIYDRCDLNCRIHKKSRNKCQYCRFQKCLAVGMSHNAIRFGRMPQAEKEKLLAEISSDIDQLNPESADLRALAKHLYDSYIKSFPLTKAKARAILTGKTTDKSPFVIYDMNSLMMGEDKIKFKHITPLQE.... Result: 0 (the proteins do not interact). (3) Protein 1 (ENSG00000196154) has sequence MACPLEKALDVMVSTFHKYSGKEGDKFKLNKSELKELLTRELPSFLGKRTDEAAFQKLMSNLDSNRDNEVDFQEYCVFLSCIAMMCNEFFEGFPDKQPRKK*. Protein 2 (ENSG00000184678) has sequence MPEPAKSAPAPKKGSKKAVTKAQKKDGKKRKRSRKESYSIYVYKVLKQVHPDTGISSKAMGIMNSFVNDIFERIAGEASRLAHYNKRSTITSREIQTAVRLLLPGELAKHAVSEGTKAVTKYTSSK*. Result: 0 (the proteins do not interact).